The task is: Binary Classification. Given a drug SMILES string, predict its activity (active/inactive) in a high-throughput screening assay against a specified biological target.. This data is from HIV replication inhibition screening data with 41,000+ compounds from the AIDS Antiviral Screen. The molecule is CCN(CC)CCNC(=O)c1ccc(I)cc1.Cl. The result is 0 (inactive).